From a dataset of CYP2D6 inhibition data for predicting drug metabolism from PubChem BioAssay. Regression/Classification. Given a drug SMILES string, predict its absorption, distribution, metabolism, or excretion properties. Task type varies by dataset: regression for continuous measurements (e.g., permeability, clearance, half-life) or binary classification for categorical outcomes (e.g., BBB penetration, CYP inhibition). Dataset: cyp2d6_veith. (1) The molecule is COC(=O)c1ccc(NC(=O)c2ccccc2)o1. The result is 0 (non-inhibitor). (2) The result is 1 (inhibitor). The drug is COC(=O)CCSc1cc([N+](=O)[O-])cc2c1c(C1OCCS1)nn2-c1ccccc1. (3) The drug is C[C@]12[C@H](O)C[C@H]3[C@H](CC[C@H]4C[C@@H](O)CC[C@]43C)[C@@]1(O)CC[C@@H]2C1=CC(=O)OC1. The result is 0 (non-inhibitor). (4) The drug is Cc1ccccc1C(=O)NC(=S)NCC(=O)c1ccccc1. The result is 0 (non-inhibitor). (5) The molecule is Cc1cccc(NC(=S)NC(=O)CCc2ccccc2)c1. The result is 0 (non-inhibitor).